Dataset: Reaction yield outcomes from USPTO patents with 853,638 reactions. Task: Predict the reaction yield, written as a fraction of the theoretical maximum amount of product (1.0 means a 100% yield; for example, 0.34 means a 34% yield). (1) The reactants are [CH3:1][C:2]1[CH:6]=[C:5]([N:7]2[CH2:11][CH2:10][N:9]([CH2:12][CH2:13][O:14]S(C3C=CC(C)=CC=3)(=O)=O)[C:8]2=[O:25])[S:4][C:3]=1[C:26]([O:28][CH2:29][CH3:30])=[O:27].[C:31]1(O)[CH:36]=[CH:35][CH:34]=[CH:33][CH:32]=1.C(=O)([O-])[O-].[K+].[K+]. The catalyst is CN(C)C=O. The product is [CH3:1][C:2]1[CH:6]=[C:5]([N:7]2[CH2:11][CH2:10][N:9]([CH2:12][CH2:13][O:14][C:31]3[CH:36]=[CH:35][CH:34]=[CH:33][CH:32]=3)[C:8]2=[O:25])[S:4][C:3]=1[C:26]([O:28][CH2:29][CH3:30])=[O:27]. The yield is 0.720. (2) The yield is 0.710. The product is [CH:1]([C:4]1[CH:9]=[CH:8][C:7]([CH:10]2[C:14]3[C:15]([CH3:22])=[C:16]([O:21][CH2:26][CH:27]=[CH:28][C:29]4[CH:34]=[CH:33][CH:32]=[CH:31][CH:30]=4)[C:17]([CH3:20])=[C:18]([CH3:19])[C:13]=3[O:12][C:11]2([CH3:24])[CH3:23])=[CH:6][CH:5]=1)([CH3:3])[CH3:2]. No catalyst specified. The reactants are [CH:1]([C:4]1[CH:9]=[CH:8][C:7]([CH:10]2[C:14]3[C:15]([CH3:22])=[C:16]([OH:21])[C:17]([CH3:20])=[C:18]([CH3:19])[C:13]=3[O:12][C:11]2([CH3:24])[CH3:23])=[CH:6][CH:5]=1)([CH3:3])[CH3:2].Br[CH2:26][CH:27]=[CH:28][C:29]1[CH:34]=[CH:33][CH:32]=[CH:31][CH:30]=1. (3) The reactants are [CH3:1][C:2]1[CH:10]=[CH:9][CH:8]=[C:7]2[C:3]=1[CH2:4][C:5](=[O:11])[NH:6]2.[Cl:12]N1C(=O)CCC1=O.FC(F)(F)C(O)=O. The catalyst is C(#N)C. The product is [Cl:12][C:10]1[C:2]([CH3:1])=[C:3]2[C:7](=[CH:8][CH:9]=1)[NH:6][C:5](=[O:11])[CH2:4]2. The yield is 0.680. (4) The reactants are [CH2:1]([O:3][C:4]([C:6]1[N:7]=[C:8](S(C)(=O)=O)[N:9]([CH3:21])[C:10](=[O:20])[C:11]=1[O:12][CH2:13][C:14]1[CH:19]=[CH:18][CH:17]=[CH:16][CH:15]=1)=[O:5])[CH3:2].[CH:26]([N:29](CC)C(C)C)(C)C.CN. The catalyst is C(#N)C.O1CCCC1. The product is [CH2:1]([O:3][C:4]([C:6]1[N:7]=[C:8]([NH:29][CH3:26])[N:9]([CH3:21])[C:10](=[O:20])[C:11]=1[O:12][CH2:13][C:14]1[CH:19]=[CH:18][CH:17]=[CH:16][CH:15]=1)=[O:5])[CH3:2]. The yield is 0.820. (5) The reactants are [Cl:1][C:2]1[CH:10]=[C:9]2[C:5]([C:6]([C:11]([O:13][CH3:14])=[O:12])=[CH:7][NH:8]2)=[CH:4][C:3]=1B1OCC(C)(C)CO1.Cl.Br[C:25]1[CH:30]=[CH:29][C:28]([CH:31]2[CH2:34][CH2:33][NH:32]2)=[CH:27][CH:26]=1.C(=O)([O-])[O-].[K+].[K+].C1(C)C=CC=CC=1. The catalyst is C(OCC)(=O)C.C1C=CC(P(C2C=CC=CC=2)[C-]2C=CC=C2)=CC=1.C1C=CC(P(C2C=CC=CC=2)[C-]2C=CC=C2)=CC=1.Cl[Pd]Cl.[Fe+2].ClCCl.C(O)C. The product is [NH:32]1[CH2:33][CH2:34][CH:31]1[C:28]1[CH:29]=[CH:30][C:25]([C:3]2[CH:4]=[C:5]3[C:9](=[CH:10][C:2]=2[Cl:1])[NH:8][CH:7]=[C:6]3[C:11]([O:13][CH3:14])=[O:12])=[CH:26][CH:27]=1. The yield is 0.490. (6) The reactants are [C:1]([O:5][C:6]([N:8]1[CH2:13][CH2:12][N:11]([C:14]2[C:21]([F:22])=[CH:20][CH:19]=[CH:18][C:15]=2[CH:16]=O)[CH2:10][CH2:9]1)=[O:7])([CH3:4])([CH3:3])[CH3:2].[CH3:23][C:24]([S@@:27]([NH2:29])=[O:28])([CH3:26])[CH3:25].[Na+].[Cl-]. The catalyst is C1COCC1. The product is [C:1]([O:5][C:6]([N:8]1[CH2:13][CH2:12][N:11]([C:14]2[C:21]([F:22])=[CH:20][CH:19]=[CH:18][C:15]=2[CH:16]=[N:29][S@:27]([C:24]([CH3:26])([CH3:25])[CH3:23])=[O:28])[CH2:10][CH2:9]1)=[O:7])([CH3:4])([CH3:3])[CH3:2]. The yield is 0.990. (7) The reactants are C12NC(CC1)CC2C(OC)=O.C=O.[BH-](OC(C)=O)(OC(C)=O)OC(C)=O.[Na+].[CH3:28][N:29]1[CH:33]2[CH2:34][CH2:35][CH:30]1[CH:31]([C:36](OC)=[O:37])[CH2:32]2.CC(C[AlH]CC(C)C)C. The catalyst is O1CCCC1.C(O)(=O)C.CO. The product is [CH3:28][N:29]1[CH:33]2[CH2:34][CH2:35][CH:30]1[CH:31]([CH2:36][OH:37])[CH2:32]2. The yield is 1.00.